This data is from Forward reaction prediction with 1.9M reactions from USPTO patents (1976-2016). The task is: Predict the product of the given reaction. Given the reactants BrC1C=NC(N2C3C(=CC=C(C(N4CCOCC4)=O)C=3)C(CO)=C2)=NC=1.Br[C:28]1[CH:33]=[C:32]([CH3:34])[CH:31]=[CH:30][N:29]=1.FC1C=CC=CC=1C1C=NC(N2C3C(=CC=C(C(N4CCOCC4)=O)C=3)C(C=O)=C2)=NC=1.FC1C=CC=CC=1[C:74]1[CH:75]=[N:76][C:77]([N:80]2[C:88]3[C:83](=[CH:84][CH:85]=[C:86]([C:89]([N:91]4[CH2:96][CH2:95][O:94][CH2:93][CH2:92]4)=[O:90])[CH:87]=3)[C:82]([CH:97]([OH:99])[CH3:98])=[CH:81]2)=[N:78][CH:79]=1, predict the reaction product. The product is: [OH:99][CH:97]([C:82]1[C:83]2[C:88](=[CH:87][C:86]([C:89]([N:91]3[CH2:92][CH2:93][O:94][CH2:95][CH2:96]3)=[O:90])=[CH:85][CH:84]=2)[N:80]([C:77]2[N:78]=[CH:79][C:74]([C:28]3[CH:33]=[C:32]([CH3:34])[CH:31]=[CH:30][N:29]=3)=[CH:75][N:76]=2)[CH:81]=1)[CH3:98].